Dataset: Full USPTO retrosynthesis dataset with 1.9M reactions from patents (1976-2016). Task: Predict the reactants needed to synthesize the given product. Given the product [F:7][C:8]1[CH:9]=[C:10]([N+:15]([O-:17])=[O:16])[CH:11]=[CH:12][C:13]=1[N:18]1[CH:22]=[CH:21][N:20]=[CH:19]1, predict the reactants needed to synthesize it. The reactants are: C(=O)([O-])[O-].[K+].[K+].[F:7][C:8]1[CH:9]=[C:10]([N+:15]([O-:17])=[O:16])[CH:11]=[CH:12][C:13]=1F.[NH:18]1[CH:22]=[CH:21][N:20]=[CH:19]1.